This data is from Catalyst prediction with 721,799 reactions and 888 catalyst types from USPTO. The task is: Predict which catalyst facilitates the given reaction. (1) Reactant: C[O:2][C:3]([C:5]1[C:6](=[O:16])[NH:7][C:8]([C:12]([Cl:15])([F:14])[F:13])=[C:9]([Cl:11])[CH:10]=1)=[O:4].O.[OH-].[Li+].Cl. Product: [Cl:11][C:9]1[CH:10]=[C:5]([C:3]([OH:4])=[O:2])[C:6](=[O:16])[NH:7][C:8]=1[C:12]([Cl:15])([F:13])[F:14]. The catalyst class is: 5. (2) Reactant: C1(P(C2C=CC=CC=2)C2C=CC=CC=2)C=CC=CC=1.[C:20]([Br:24])(Br)(Br)Br.[CH3:25][C:26]([C:44]1[CH:49]=[CH:48][C:47]([C:50]2[N:54]=[C:53](CO)[O:52][N:51]=2)=[CH:46][CH:45]=1)([C:30]1[CH:35]=[CH:34][C:33]([O:36][CH2:37][C:38]2[CH:43]=[CH:42][CH:41]=[CH:40][N:39]=2)=[CH:32][CH:31]=1)[CH:27]([CH3:29])[CH3:28]. Product: [Br:24][CH2:20][C:53]1[O:52][N:51]=[C:50]([C:47]2[CH:48]=[CH:49][C:44]([C:26]([C:30]3[CH:31]=[CH:32][C:33]([O:36][CH2:37][C:38]4[CH:43]=[CH:42][CH:41]=[CH:40][N:39]=4)=[CH:34][CH:35]=3)([CH3:25])[CH:27]([CH3:28])[CH3:29])=[CH:45][CH:46]=2)[N:54]=1. The catalyst class is: 2. (3) Reactant: [CH3:1][C:2]([CH3:28])([CH2:20][O:21]C1CCCCO1)[CH2:3][CH2:4][NH:5][C:6]([CH2:8][CH2:9][NH:10][C:11](=[O:19])[CH:12]([OH:18])[C:13]([CH3:17])([CH3:16])[CH2:14][OH:15])=[O:7].C1(C)C=CC(S([O-])(=O)=O)=CC=1.[NH+]1C=CC=CC=1. Product: [OH:18][CH:12]([C:13]([CH3:17])([CH3:16])[CH2:14][OH:15])[C:11]([NH:10][CH2:9][CH2:8][C:6](=[O:7])[NH:5][CH2:4][CH2:3][C:2]([CH3:28])([CH3:1])[CH2:20][OH:21])=[O:19]. The catalyst class is: 8. (4) Product: [CH2:4]([N:5]1[C:6]2[CH:7]=[C:8]([CH2:20][OH:21])[CH:9]=[CH:10][C:11]=2[C:12]2[C:17]1=[CH:16][C:15]([CH2:18][OH:19])=[CH:14][CH:13]=2)[CH2:3][CH2:22][CH2:23][CH2:24][CH3:25]. The catalyst class is: 4. Reactant: C([CH:3]([CH2:22][CH2:23][CH2:24][CH3:25])[CH2:4][N:5]1[C:17]2[CH:16]=[C:15]([CH:18]=[O:19])[CH:14]=[CH:13][C:12]=2[C:11]2[C:6]1=[CH:7][C:8]([CH:20]=[O:21])=[CH:9][CH:10]=2)C.C(C(CCCC)CN1C2C=C(CO)C=CC=2C2C1=CC(CO)=CC=2)C.[Cr](Cl)([O-])(=O)=O.[NH+]1C=CC=CC=1. (5) Reactant: [NH2:1][C:2]1[C:7]([OH:8])=[CH:6][CH:5]=[CH:4][C:3]=1[CH3:9].C([O-])(O)=O.[Na+].[Br:15][C:16]1[CH:17]=[C:18]([CH:22]=[CH:23][C:24]=1[Cl:25])[C:19](Cl)=[O:20]. Product: [Br:15][C:16]1[CH:17]=[C:18]([CH:22]=[CH:23][C:24]=1[Cl:25])[C:19]([NH:1][C:2]1[C:3]([CH3:9])=[CH:4][CH:5]=[CH:6][C:7]=1[OH:8])=[O:20]. The catalyst class is: 47. (6) Reactant: Cl[CH2:2][C:3]1[S:7][C:6]2[CH:8]=[C:9]([O:12][C:13]3[S:14][C:15]4[CH:21]=[CH:20][CH:19]=[CH:18][C:16]=4[N:17]=3)[CH:10]=[CH:11][C:5]=2[CH:4]=1.CCN(C(C)C)C(C)C.[NH:31]1[CH2:36][CH2:35][CH2:34][CH2:33][CH2:32]1. The catalyst class is: 23. Product: [N:31]1([CH2:2][C:3]2[S:7][C:6]3[CH:8]=[C:9]([O:12][C:13]4[S:14][C:15]5[CH:21]=[CH:20][CH:19]=[CH:18][C:16]=5[N:17]=4)[CH:10]=[CH:11][C:5]=3[CH:4]=2)[CH2:36][CH2:35][CH2:34][CH2:33][CH2:32]1. (7) Reactant: Cl.[CH3:2][O:3][NH:4][CH3:5].C[Al](C)C.[CH3:10][C:11]([C:24]1[CH:29]=[CH:28][C:27]([S:30][CH3:31])=[CH:26][N:25]=1)([CH2:17][CH:18]1[CH2:23][CH2:22][O:21][CH2:20][CH2:19]1)[C:12]([O:14]CC)=O.C(=O)([O-])O.[Na+].[C@H](O)(C([O-])=O)[C@@H](O)C([O-])=O.[Na+].[K+]. Product: [CH3:2][O:3][N:4]([CH3:5])[C:12](=[O:14])[C:11]([CH3:10])([C:24]1[CH:29]=[CH:28][C:27]([S:30][CH3:31])=[CH:26][N:25]=1)[CH2:17][CH:18]1[CH2:19][CH2:20][O:21][CH2:22][CH2:23]1. The catalyst class is: 11. (8) Reactant: C(OC([NH:8][C@H:9]1[CH2:14][CH2:13][C@H:12]([C:15]([NH:17][C:18]2[C:22]3[CH:23]=[CH:24][CH:25]=[CH:26][C:21]=3[O:20][C:19]=2[C:27]([NH:29][C:30]2[CH:35]=[CH:34][C:33]([Cl:36])=[CH:32][N:31]=2)=[O:28])=[O:16])[CH2:11][CH2:10]1)=O)(C)(C)C.[ClH:37]. Product: [ClH:36].[ClH:37].[NH2:8][C@H:9]1[CH2:14][CH2:13][C@H:12]([C:15]([NH:17][C:18]2[C:22]3[CH:23]=[CH:24][CH:25]=[CH:26][C:21]=3[O:20][C:19]=2[C:27]([NH:29][C:30]2[CH:35]=[CH:34][C:33]([Cl:36])=[CH:32][N:31]=2)=[O:28])=[O:16])[CH2:11][CH2:10]1. The catalyst class is: 12. (9) Reactant: [F:1][C:2]([F:24])([F:23])[C:3]1[CH:4]=[C:5]([C:13]2[N:17]=[CH:16][N:15](/[CH:18]=[CH:19]\[C:20](O)=[O:21])[N:14]=2)[CH:6]=[C:7]([C:9]([F:12])([F:11])[F:10])[CH:8]=1.[CH3:25][N:26]([C:28](=[O:36])[CH2:29][N:30]1[CH2:35][CH2:34][O:33][CH2:32][CH2:31]1)[NH2:27].C(P1(=O)OP(CCC)(=O)OP(CCC)(=O)O1)CC.CCN(C(C)C)C(C)C. Product: [F:10][C:9]([F:11])([F:12])[C:7]1[CH:6]=[C:5]([C:13]2[N:17]=[CH:16][N:15](/[CH:18]=[CH:19]\[C:20]([NH:27][N:26]([CH3:25])[C:28](=[O:36])[CH2:29][N:30]3[CH2:35][CH2:34][O:33][CH2:32][CH2:31]3)=[O:21])[N:14]=2)[CH:4]=[C:3]([C:2]([F:24])([F:23])[F:1])[CH:8]=1. The catalyst class is: 49.